This data is from Reaction yield outcomes from USPTO patents with 853,638 reactions. The task is: Predict the reaction yield, written as a fraction of the theoretical maximum amount of product (1.0 means a 100% yield; for example, 0.34 means a 34% yield). (1) The reactants are [Br:1][C:2]1[CH:7]=[CH:6][C:5]([O:8][CH3:9])=[C:4]([F:10])[CH:3]=1.[CH3:11][CH:12](O)[CH3:13].OS(O)(=O)=O. No catalyst specified. The product is [Br:1][C:2]1[CH:3]=[C:4]([F:10])[C:5]([O:8][CH3:9])=[C:6]([CH:12]([CH3:13])[CH3:11])[CH:7]=1. The yield is 0.380. (2) The yield is 0.600. The reactants are Br[C:2]1[C:11]2[C:6](=[CH:7][C:8]([O:14][CH3:15])=[C:9]([O:12][CH3:13])[CH:10]=2)[N:5]=[N:4][CH:3]=1.[CH2:16]1[C:25]2[C:20](=[CH:21][CH:22]=[CH:23][CH:24]=2)[CH2:19][CH2:18][NH:17]1.CC1(C)C2C=CC=C(P(C3C=CC=CC=3)C3C=CC=CC=3)C=2OC2C1=CC=CC=2P(C1C=CC=CC=1)C1C=CC=CC=1.CC(C)([O-])C.[Na+]. The catalyst is C1C=CC(/C=C/C(/C=C/C2C=CC=CC=2)=O)=CC=1.C1C=CC(/C=C/C(/C=C/C2C=CC=CC=2)=O)=CC=1.C1C=CC(/C=C/C(/C=C/C2C=CC=CC=2)=O)=CC=1.[Pd].[Pd].C1(C)C=CC=CC=1. The product is [CH2:16]1[C:25]2[C:20](=[CH:21][CH:22]=[CH:23][CH:24]=2)[CH2:19][CH2:18][N:17]1[C:2]1[C:11]2[C:6](=[CH:7][C:8]([O:14][CH3:15])=[C:9]([O:12][CH3:13])[CH:10]=2)[N:5]=[N:4][CH:3]=1. (3) The reactants are [CH3:1][N:2]([CH3:23])[C@H:3]1[CH2:8][CH2:7][CH2:6][N:5]([C:9]2[CH:18]=[CH:17][C:12]([C:13]([O:15]C)=[O:14])=[CH:11][C:10]=2[C:19]([F:22])([F:21])[F:20])[CH2:4]1.[OH-].[Na+].Cl. The catalyst is CO. The product is [CH3:1][N:2]([CH3:23])[C@H:3]1[CH2:8][CH2:7][CH2:6][N:5]([C:9]2[CH:18]=[CH:17][C:12]([C:13]([OH:15])=[O:14])=[CH:11][C:10]=2[C:19]([F:22])([F:20])[F:21])[CH2:4]1. The yield is 0.810.